From a dataset of Forward reaction prediction with 1.9M reactions from USPTO patents (1976-2016). Predict the product of the given reaction. (1) Given the reactants [H-].[Na+].[Cl:3][C:4]1[CH:5]=[N:6][C:7]([C:10]([CH:12]2[CH2:17][CH2:16][C@@H:15]([C:18]([O:20][CH2:21][CH3:22])=[O:19])[C@@H:14]([CH3:23])[CH2:13]2)=O)=[N:8][CH:9]=1.[Cl-].[NH4+].[CH2:26]1COCC1, predict the reaction product. The product is: [Cl:3][C:4]1[CH:5]=[N:6][C:7]([C:10]([CH:12]2[CH2:17][CH2:16][C@@H:15]([C:18]([O:20][CH2:21][CH3:22])=[O:19])[C@@H:14]([CH3:23])[CH2:13]2)=[CH2:26])=[N:8][CH:9]=1. (2) Given the reactants [N:1]([C@@H:4]([C:6]1[CH:7]=[N:8][CH:9]=[C:10]([C:12]([CH3:14])=[CH2:13])[CH:11]=1)[CH3:5])=[N+]=[N-], predict the reaction product. The product is: [CH2:13]=[C:12]([C:10]1[CH:11]=[C:6]([C@H:4]([NH2:1])[CH3:5])[CH:7]=[N:8][CH:9]=1)[CH3:14]. (3) Given the reactants [CH3:1][O:2][C:3]1[CH:8]=[C:7]([O:9][CH3:10])[C:6]([O:11][CH3:12])=[CH:5][C:4]=1[O:13][CH3:14].CN(C)CCN(C)C.[CH2:23]([Li])[CH2:24][CH2:25][CH3:26].Br[CH2:29][CH2:30][CH2:31][CH2:32][CH2:33][CH2:34][CH2:35][CH2:36][CH2:37][CH2:38][CH2:39][CH2:40]C, predict the reaction product. The product is: [CH2:26]([C:5]1[C:6]([O:11][CH3:12])=[C:7]([O:9][CH3:10])[CH:8]=[C:3]([O:2][CH3:1])[C:4]=1[O:13][CH3:14])[CH2:25][CH2:24][CH2:23][CH2:40][CH2:39][CH2:38][CH2:37][CH2:36][CH2:35][CH2:34][CH2:33][CH2:32][CH2:31][CH2:30][CH3:29].